From a dataset of M1 muscarinic receptor antagonist screen with 61,756 compounds. Binary Classification. Given a drug SMILES string, predict its activity (active/inactive) in a high-throughput screening assay against a specified biological target. The compound is OC(CN1CCN(CC1)c1c(OCC)cccc1)COc1cc2oc(=O)cc(c2cc1)C. The result is 1 (active).